From a dataset of Forward reaction prediction with 1.9M reactions from USPTO patents (1976-2016). Predict the product of the given reaction. (1) Given the reactants [CH3:1][O:2][C:3]1[CH:4]=[C:5]2[C:10](=[CH:11][C:12]=1[O:13][CH3:14])[N:9]=[CH:8][CH:7]=[C:6]2[O:15][C:16]1[C:22]([CH3:23])=[CH:21][C:19]([NH2:20])=[C:18]([CH3:24])[CH:17]=1.Cl[C:26](Cl)([O:28][C:29](=[O:35])OC(Cl)(Cl)Cl)Cl.[CH3:37][N:38]1[CH2:43][CH2:42]C(O)[CH2:40][CH2:39]1.C(=O)(O)[O-].[Na+], predict the reaction product. The product is: [CH3:1][O:2][C:3]1[CH:4]=[C:5]2[C:10](=[CH:11][C:12]=1[O:13][CH3:14])[N:9]=[CH:8][CH:7]=[C:6]2[O:15][C:16]1[C:22]([CH3:23])=[CH:21][C:19]([NH:20][C:29](=[O:35])[O:28][CH:26]2[CH2:42][CH2:43][N:38]([CH3:37])[CH2:39][CH2:40]2)=[C:18]([CH3:24])[CH:17]=1. (2) Given the reactants [C:1]([C:5]1[CH:13]=[CH:12][CH:11]=[CH:10][C:6]=1[C:7]([OH:9])=O)([CH3:4])([CH3:3])[CH3:2].CN(C(ON1N=NC2C=CC=NC1=2)=[N+](C)C)C.F[P-](F)(F)(F)(F)F.CCN(C(C)C)C(C)C.[NH2:47][C@H:48]1[C:56]2[C:51](=[CH:52][CH:53]=[C:54]([C:57]([O:59][CH3:60])=[O:58])[CH:55]=2)[CH2:50][CH2:49]1, predict the reaction product. The product is: [C:1]([C:5]1[CH:13]=[CH:12][CH:11]=[CH:10][C:6]=1[C:7]([NH:47][C@H:48]1[C:56]2[C:51](=[CH:52][CH:53]=[C:54]([C:57]([O:59][CH3:60])=[O:58])[CH:55]=2)[CH2:50][CH2:49]1)=[O:9])([CH3:2])([CH3:3])[CH3:4]. (3) The product is: [OH:2][C:3]1[CH:15]=[C:14]2[C:6]([C:7]3[C:12]([CH2:16][C:17]4[CH:22]=[CH:21][CH:20]=[CH:19][CH:18]=4)([CH2:13]2)[CH2:11][CH2:10][C:9](=[O:23])[CH:8]=3)=[CH:5][CH:4]=1. Given the reactants C[O:2][C:3]1[CH:15]=[C:14]2[C:6]([C:7]3[C:12]([CH2:16][C:17]4[CH:22]=[CH:21][CH:20]=[CH:19][CH:18]=4)([CH2:13]2)[CH2:11][CH2:10][C:9](=[O:23])[CH:8]=3)=[CH:5][CH:4]=1.B(Br)(Br)Br.C(Cl)Cl, predict the reaction product. (4) Given the reactants Cl[C:2]1[C:11]2[C:6](=[CH:7][C:8]([O:14][CH3:15])=[C:9]([O:12][CH3:13])[CH:10]=2)[N:5]=[CH:4][N:3]=1.[NH2:16][C:17]1[S:18][C:19]2[CH:25]=[C:24]([NH:26][C:27]([NH:29][C:30]3[CH:35]=[CH:34][C:33]([Cl:36])=[C:32]([C:37]([F:40])([F:39])[F:38])[CH:31]=3)=[O:28])[CH:23]=[CH:22][C:20]=2[N:21]=1.O1CCOCC1, predict the reaction product. The product is: [Cl:36][C:33]1[CH:34]=[CH:35][C:30]([NH:29][C:27]([NH:26][C:24]2[CH:23]=[CH:22][C:20]3[N:21]=[C:17]([NH:16][C:2]4[C:11]5[C:6](=[CH:7][C:8]([O:14][CH3:15])=[C:9]([O:12][CH3:13])[CH:10]=5)[N:5]=[CH:4][N:3]=4)[S:18][C:19]=3[CH:25]=2)=[O:28])=[CH:31][C:32]=1[C:37]([F:39])([F:38])[F:40]. (5) Given the reactants [CH2:1]([O:5][C:6]1[C:15]([O:16][CH3:17])=[CH:14][C:9]([C:10]([O:12]C)=[O:11])=[CH:8][C:7]=1[O:18][CH3:19])[CH2:2][CH2:3][CH3:4], predict the reaction product. The product is: [CH2:1]([O:5][C:6]1[C:15]([O:16][CH3:17])=[CH:14][C:9]([C:10]([OH:12])=[O:11])=[CH:8][C:7]=1[O:18][CH3:19])[CH2:2][CH2:3][CH3:4].